From a dataset of Catalyst prediction with 721,799 reactions and 888 catalyst types from USPTO. Predict which catalyst facilitates the given reaction. Reactant: [Cl:1][C:2]1[CH:3]=[C:4]([NH:22][C:23]2[C:33]3[CH:32]=[C:31]([C:34]([O:36]C)=[O:35])[CH2:30][CH2:29][NH:28][C:27]=3[N:26]=[CH:25][N:24]=2)[CH:5]=[CH:6][C:7]=1[O:8][C:9]1[CH:14]=[CH:13][CH:12]=[C:11]([S:15]([CH2:18][CH:19]2[CH2:21][CH2:20]2)(=[O:17])=[O:16])[CH:10]=1.[OH-].[Na+].Cl. Product: [Cl:1][C:2]1[CH:3]=[C:4]([NH:22][C:23]2[C:33]3[CH:32]=[C:31]([C:34]([OH:36])=[O:35])[CH2:30][CH2:29][NH:28][C:27]=3[N:26]=[CH:25][N:24]=2)[CH:5]=[CH:6][C:7]=1[O:8][C:9]1[CH:14]=[CH:13][CH:12]=[C:11]([S:15]([CH2:18][CH:19]2[CH2:20][CH2:21]2)(=[O:17])=[O:16])[CH:10]=1. The catalyst class is: 214.